Dataset: Forward reaction prediction with 1.9M reactions from USPTO patents (1976-2016). Task: Predict the product of the given reaction. (1) Given the reactants [CH2:1]([C:3]1[C:8](=[O:9])[NH:7][C:6]([CH3:10])=[C:5]([C:11]2[S:15][C:14]([S:16](Cl)(=[O:18])=[O:17])=[CH:13][CH:12]=2)[CH:4]=1)[CH3:2].[O:20]1[CH:24]=[CH:23][CH:22]=[C:21]1[CH2:25][NH:26][CH3:27], predict the reaction product. The product is: [O:20]1[CH:24]=[CH:23][CH:22]=[C:21]1[CH2:25][N:26]([CH3:27])[S:16]([C:14]1[S:15][C:11]([C:5]2[CH:4]=[C:3]([CH2:1][CH3:2])[C:8](=[O:9])[NH:7][C:6]=2[CH3:10])=[CH:12][CH:13]=1)(=[O:18])=[O:17]. (2) The product is: [NH2:44][C:41]1[N:42]=[CH:43][C:38]([C:2]2[N:3]=[C:4]([N:24]3[CH2:29][CH2:28][O:27][CH2:26][CH2:25]3)[C:5]3[S:10][C:9]([C:11]4[CH:16]=[CH:15][C:14]([NH:17][CH2:18][CH2:19][O:20][CH2:21][CH2:22][OH:23])=[CH:13][CH:12]=4)=[CH:8][C:6]=3[N:7]=2)=[CH:39][N:40]=1. Given the reactants Cl[C:2]1[N:3]=[C:4]([N:24]2[CH2:29][CH2:28][O:27][CH2:26][CH2:25]2)[C:5]2[S:10][C:9]([C:11]3[CH:16]=[CH:15][C:14]([NH:17][CH2:18][CH2:19][O:20][CH2:21][CH2:22][OH:23])=[CH:13][CH:12]=3)=[CH:8][C:6]=2[N:7]=1.CC1(C)C(C)(C)OB([C:38]2[CH:39]=[N:40][C:41]([NH2:44])=[N:42][CH:43]=2)O1.CC([O-])=O.[K+], predict the reaction product.